Dataset: Reaction yield outcomes from USPTO patents with 853,638 reactions. Task: Predict the reaction yield, written as a fraction of the theoretical maximum amount of product (1.0 means a 100% yield; for example, 0.34 means a 34% yield). (1) The reactants are C([O:8][C:9]1[C:14](=[O:15])[N:13]=[C:12]([CH2:16][C:17]2[C:22]([Cl:23])=[CH:21][CH:20]=[CH:19][C:18]=2[Cl:24])[N:11]2[CH2:25][CH2:26][N:27]([CH:30]([CH3:32])[CH3:31])[C:28](=[O:29])[C:10]=12)C1C=CC=CC=1.Cl. The product is [Cl:23][C:22]1[CH:21]=[CH:20][CH:19]=[C:18]([Cl:24])[C:17]=1[CH2:16][C:12]1[N:11]2[CH2:25][CH2:26][N:27]([CH:30]([CH3:32])[CH3:31])[C:28](=[O:29])[C:10]2=[C:9]([OH:8])[C:14](=[O:15])[N:13]=1. The yield is 0.306. The catalyst is CO. (2) The reactants are [NH2:1][C:2]1[C:7]([CH:8]=[O:9])=[C:6](Cl)[N:5]=[CH:4][N:3]=1.FC(F)(F)C(O)=O.[N:18]1([CH2:22][CH2:23][N:24]2[CH:28]=[C:27]([C:29]3[CH:34]=[CH:33][C:32]([F:35])=[C:31]([C:36]([F:39])([F:38])[F:37])[CH:30]=3)[N:26]=[C:25]2[CH:40]2[CH2:45][CH2:44][NH:43][CH2:42][CH2:41]2)[CH2:21]C[CH2:19]1.C(N(CC)CC)C. The catalyst is CC#N. The product is [NH2:1][C:2]1[C:7]([CH:8]=[O:9])=[C:6]([N:43]2[CH2:44][CH2:45][CH:40]([C:25]3[N:24]([CH2:23][CH2:22][N:18]([CH3:21])[CH3:19])[CH:28]=[C:27]([C:29]4[CH:34]=[CH:33][C:32]([F:35])=[C:31]([C:36]([F:37])([F:38])[F:39])[CH:30]=4)[N:26]=3)[CH2:41][CH2:42]2)[N:5]=[CH:4][N:3]=1. The yield is 0.562. (3) The catalyst is C1COCC1.[Pd].C1(P(C2C=CC=CC=2)C2C=CC=CC=2)C=CC=CC=1.C1(P(C2C=CC=CC=2)C2C=CC=CC=2)C=CC=CC=1.C1(P(C2C=CC=CC=2)C2C=CC=CC=2)C=CC=CC=1.C1(P(C2C=CC=CC=2)C2C=CC=CC=2)C=CC=CC=1. The product is [CH2:1]([O:8][N:9]([CH2:22]/[CH:23]=[C:24](\[P:25](=[O:32])([O:29][CH2:30][CH3:31])[O:26][CH2:27][CH3:28])/[Sn:37]([CH2:38][CH2:39][CH2:40][CH3:41])([CH2:42][CH2:43][CH2:44][CH3:45])[CH2:33][CH2:34][CH2:35][CH3:36])[S:10]([C:13]1[CH:18]=[CH:17][CH:16]=[CH:15][C:14]=1[N+:19]([O-:21])=[O:20])(=[O:12])=[O:11])[C:2]1[CH:3]=[CH:4][CH:5]=[CH:6][CH:7]=1. The yield is 0.900. The reactants are [CH2:1]([O:8][N:9]([CH2:22][C:23]#[C:24][P:25](=[O:32])([O:29][CH2:30][CH3:31])[O:26][CH2:27][CH3:28])[S:10]([C:13]1[CH:18]=[CH:17][CH:16]=[CH:15][C:14]=1[N+:19]([O-:21])=[O:20])(=[O:12])=[O:11])[C:2]1[CH:7]=[CH:6][CH:5]=[CH:4][CH:3]=1.[CH2:33]([SnH:37]([CH2:42][CH2:43][CH2:44][CH3:45])[CH2:38][CH2:39][CH2:40][CH3:41])[CH2:34][CH2:35][CH3:36].